From a dataset of Reaction yield outcomes from USPTO patents with 853,638 reactions. Predict the reaction yield, written as a fraction of the theoretical maximum amount of product (1.0 means a 100% yield; for example, 0.34 means a 34% yield). (1) The reactants are [CH3:1][O:2][C:3](=[O:20])[C:4](=[N:12][NH:13][C:14]1[CH:19]=[CH:18][CH:17]=[CH:16][CH:15]=1)[C:5](=[O:11])[CH2:6][C:7](OC)=[O:8]. The catalyst is ClC1C=CC=CC=1Cl. The product is [CH3:1][O:2][C:3]([C:4]1[C:5]([OH:11])=[CH:6][C:7](=[O:8])[N:13]([C:14]2[CH:19]=[CH:18][CH:17]=[CH:16][CH:15]=2)[N:12]=1)=[O:20]. The yield is 0.990. (2) The reactants are [CH3:1][C:2]1[CH:7]=[CH:6][C:5]([S:8]([O:11][CH2:12][CH:13]2[CH2:17][C:16]3[CH:18]=[CH:19][C:20]([OH:22])=[CH:21][C:15]=3[O:14]2)(=[O:10])=[O:9])=[CH:4][CH:3]=1.C(N(C(C)C)CC)(C)C.[F:32][C:33]([F:46])([F:45])[S:34](O[S:34]([C:33]([F:46])([F:45])[F:32])(=[O:36])=[O:35])(=[O:36])=[O:35]. The catalyst is ClCCl. The product is [CH3:1][C:2]1[CH:3]=[CH:4][C:5]([S:8]([O:11][CH2:12][CH:13]2[CH2:17][C:16]3[CH:18]=[CH:19][C:20]([O:22][S:34]([C:33]([F:46])([F:45])[F:32])(=[O:36])=[O:35])=[CH:21][C:15]=3[O:14]2)(=[O:10])=[O:9])=[CH:6][CH:7]=1. The yield is 0.840. (3) The reactants are C(C1(C)[S:7][C:6]([C:8]2[NH:9][C:10]3[C:15]([CH:16]=2)=[CH:14][CH:13]=[CH:12][C:11]=3[N:17]([CH3:26])[S:18]([C:21]2[S:22][CH:23]=[CH:24][CH:25]=2)(=[O:20])=[O:19])=[N:5]C1)#N.[OH-].[Na+].O1CCCC1.C(O)(=O)[CH2:36][C:37]([CH2:42]C(O)=O)([C:39]([OH:41])=[O:40])O. The catalyst is C(O)C. The product is [CH3:42][C:37]1([C:39]([OH:41])=[O:40])[S:7][C:6]([C:8]2[NH:9][C:10]3[C:15]([CH:16]=2)=[CH:14][CH:13]=[CH:12][C:11]=3[N:17]([CH3:26])[S:18]([C:21]2[S:22][CH:23]=[CH:24][CH:25]=2)(=[O:20])=[O:19])=[N:5][CH2:36]1. The yield is 0.690. (4) The yield is 0.940. The catalyst is C(O)C. The reactants are O1CCCCC1[O:7][C:8]1[CH:13]=[CH:12][C:11]([N:14]2[CH2:19][CH2:18][CH:17]([O:20][C:21]3[CH:26]=[CH:25][C:24]([O:27][C:28]([F:31])([F:30])[F:29])=[CH:23][CH:22]=3)[CH2:16][CH2:15]2)=[CH:10][CH:9]=1.C1(C)C=CC(S([O-])(=O)=O)=CC=1.[NH+]1C=CC=CC=1. The product is [F:31][C:28]([F:29])([F:30])[O:27][C:24]1[CH:25]=[CH:26][C:21]([O:20][CH:17]2[CH2:16][CH2:15][N:14]([C:11]3[CH:12]=[CH:13][C:8]([OH:7])=[CH:9][CH:10]=3)[CH2:19][CH2:18]2)=[CH:22][CH:23]=1. (5) The reactants are [Br:1][C:2]1[CH:7]=[CH:6][C:5]([NH:8][C:9]2[N:10]([CH3:32])[C:11](=[O:31])[C:12]([CH3:30])=[CH:13][C:14]=2[C:15]([NH:17][O:18][CH2:19][C@@H:20]([O:22][Si](C(C)(C)C)(C)C)[CH3:21])=[O:16])=[C:4]([F:33])[CH:3]=1.Cl. The catalyst is C1COCC1.CCOC(C)=O. The product is [Br:1][C:2]1[CH:7]=[CH:6][C:5]([NH:8][C:9]2[N:10]([CH3:32])[C:11](=[O:31])[C:12]([CH3:30])=[CH:13][C:14]=2[C:15]([NH:17][O:18][CH2:19][C@@H:20]([OH:22])[CH3:21])=[O:16])=[C:4]([F:33])[CH:3]=1. The yield is 0.690. (6) The reactants are [O:1]=[C:2]([N:6]([CH2:18][C:19]1[CH:24]=[CH:23][C:22]([C:25]#[C:26][C:27]2[CH:32]=[CH:31][C:30]([CH2:33][CH2:34][CH3:35])=[CH:29][CH:28]=2)=[CH:21][CH:20]=1)[CH2:7][C:8]1[CH:13]=[CH:12][C:11]([C:14]([F:17])([F:16])[F:15])=[CH:10][CH:9]=1)[C:3]([OH:5])=[O:4]. The yield is 0.510. The product is [O:1]=[C:2]([N:6]([CH2:18][C:19]1[CH:24]=[CH:23][C:22]([CH2:25][CH2:26][C:27]2[CH:32]=[CH:31][C:30]([CH2:33][CH2:34][CH3:35])=[CH:29][CH:28]=2)=[CH:21][CH:20]=1)[CH2:7][C:8]1[CH:9]=[CH:10][C:11]([C:14]([F:15])([F:16])[F:17])=[CH:12][CH:13]=1)[C:3]([OH:5])=[O:4]. The catalyst is CCOC(C)=O. (7) The reactants are [OH-].[Na+].Cl[C:4]1[C:9]([F:10])=[C:8](Cl)[C:7]([F:12])=[C:6](Cl)[C:5]=1[F:14]. The catalyst is [Pd].O. The product is [F:10][C:9]1[CH:4]=[C:5]([F:14])[CH:6]=[C:7]([F:12])[CH:8]=1. The yield is 0.980. (8) The reactants are Cl[CH2:2][C@H:3]1[O:8][CH2:7][C@@H:6]2[CH2:9][CH2:10][CH2:11][N:5]2[CH2:4]1.[C:12]([O-:15])(=[O:14])[CH3:13].[K+]. The catalyst is CN(C)C=O. The product is [C:12]([O:15][CH2:2][C@H:3]1[O:8][CH2:7][C@@H:6]2[CH2:9][CH2:10][CH2:11][N:5]2[CH2:4]1)(=[O:14])[CH3:13]. The yield is 0.970.